Task: Predict the product of the given reaction.. Dataset: Forward reaction prediction with 1.9M reactions from USPTO patents (1976-2016) (1) Given the reactants [N+]([O-])([O-])=[O:2].[Ce+3:5].[N+]([O-])([O-])=[O:7].[N+]([O-])([O-])=[O:11].N.[OH:15][V:16](=O)=O, predict the reaction product. The product is: [Ce:5].[O-2:2].[Ce+3:5].[O-2:7].[O-2:11].[Ce+3:5].[V:16].[O-2:15].[V+5:16].[O-2:2].[O-2:2].[O-2:2].[O-2:2].[V+5:16]. (2) Given the reactants [Cl:1][C:2]1[N:7]=[C:6]([C:8]2[C:17]3[CH2:16][CH2:15][CH2:14][CH2:13][C:12]=3[N:11]=[C:10]([O:18][CH2:19][C:20]3[CH:25]=[CH:24][CH:23]=[CH:22][N:21]=3)[CH:9]=2)[CH:5]=[N:4][CH:3]=1.[NH3:26], predict the reaction product. The product is: [ClH:1].[N:21]1[CH:22]=[CH:23][CH:24]=[CH:25][C:20]=1[CH2:19][O:18][C:10]1[CH:9]=[C:8]([C:6]2[N:7]=[C:2]([NH2:26])[CH:3]=[N:4][CH:5]=2)[C:17]2[CH2:16][CH2:15][CH2:14][CH2:13][C:12]=2[N:11]=1.